This data is from NCI-60 drug combinations with 297,098 pairs across 59 cell lines. The task is: Regression. Given two drug SMILES strings and cell line genomic features, predict the synergy score measuring deviation from expected non-interaction effect. Drug 1: C1CN1C2=NC(=NC(=N2)N3CC3)N4CC4. Drug 2: CC1C(C(CC(O1)OC2CC(CC3=C2C(=C4C(=C3O)C(=O)C5=C(C4=O)C(=CC=C5)OC)O)(C(=O)CO)O)N)O.Cl. Cell line: 786-0. Synergy scores: CSS=53.1, Synergy_ZIP=-0.258, Synergy_Bliss=1.69, Synergy_Loewe=0.467, Synergy_HSA=4.64.